From a dataset of Reaction yield outcomes from USPTO patents with 853,638 reactions. Predict the reaction yield, written as a fraction of the theoretical maximum amount of product (1.0 means a 100% yield; for example, 0.34 means a 34% yield). (1) The reactants are [CH2:1]([O:8][C:9]1[CH:10]=[C:11]2[C:15](=[CH:16][CH:17]=1)[NH:14][CH:13]=[CH:12]2)[C:2]1[CH:7]=[CH:6][CH:5]=[CH:4][CH:3]=1.[H-].[Na+].Br[CH2:21][C:22]([O:24][CH2:25]C)=[O:23].C(=O)([O-])[O-].[Cs+].[Cs+].IC. The catalyst is CN(C)C=O. The product is [CH2:1]([O:8][C:9]1[CH:10]=[C:11]2[C:15](=[CH:16][CH:17]=1)[NH:14][C:13]([CH2:21][C:22]([O:24][CH3:25])=[O:23])=[CH:12]2)[C:2]1[CH:3]=[CH:4][CH:5]=[CH:6][CH:7]=1. The yield is 0.840. (2) The reactants are [NH2:1][CH2:2][CH2:3][CH2:4][O:5][C:6]1[CH:45]=[CH:44][C:9]([CH2:10][C@H:11]([NH:32][C:33](=[O:43])[O:34][C@@H:35]2[C@H:42]3[C@H:38]([O:39][CH2:40][CH2:41]3)[O:37][CH2:36]2)[C@H:12]([OH:31])[CH2:13][N:14]([S:19]([C:22]2[CH:30]=[CH:29][C:25]3[O:26][CH2:27][O:28][C:24]=3[CH:23]=2)(=[O:21])=[O:20])[CH2:15][CH:16]([CH3:18])[CH3:17])=[CH:8][CH:7]=1.Cl[C:47]1[CH:52]=[CH:51][C:50]([C:53]#[N:54])=[CH:49][N:48]=1.C(N(CC)C(C)C)(C)C. The catalyst is CN(C=O)C. The product is [O:26]1[C:25]2[CH:29]=[CH:30][C:22]([S:19]([N:14]([CH2:15][CH:16]([CH3:17])[CH3:18])[CH2:13][C@@H:12]([OH:31])[C@@H:11]([NH:32][C:33](=[O:43])[O:34][C@@H:35]3[C@H:42]4[C@H:38]([O:39][CH2:40][CH2:41]4)[O:37][CH2:36]3)[CH2:10][C:9]3[CH:44]=[CH:45][C:6]([O:5][CH2:4][CH2:3][CH2:2][NH:1][C:47]4[CH:52]=[CH:51][C:50]([C:53]#[N:54])=[CH:49][N:48]=4)=[CH:7][CH:8]=3)(=[O:21])=[O:20])=[CH:23][C:24]=2[O:28][CH2:27]1. The yield is 0.800. (3) The reactants are Cl.[Cl:2][C:3]1[CH:4]=[C:5]([N:9]2[C:13]([CH2:14][NH2:15])=[CH:12][C:11]([C:16]([F:19])([F:18])[F:17])=[N:10]2)[CH:6]=[CH:7][CH:8]=1.[F:20][C:21]1[CH:22]=[C:23]([NH:32][C:33](=O)[O:34]C2C=CC=CC=2)[CH:24]=[CH:25][C:26]=1[N:27]1[CH2:30][CH:29]([OH:31])[CH2:28]1. The catalyst is C(Cl)Cl.O. The product is [Cl:2][C:3]1[CH:4]=[C:5]([N:9]2[C:13]([CH2:14][NH:15][C:33]([NH:32][C:23]3[CH:24]=[CH:25][C:26]([N:27]4[CH2:28][CH:29]([OH:31])[CH2:30]4)=[C:21]([F:20])[CH:22]=3)=[O:34])=[CH:12][C:11]([C:16]([F:17])([F:18])[F:19])=[N:10]2)[CH:6]=[CH:7][CH:8]=1. The yield is 0.630.